Dataset: Peptide-MHC class II binding affinity with 134,281 pairs from IEDB. Task: Regression. Given a peptide amino acid sequence and an MHC pseudo amino acid sequence, predict their binding affinity value. This is MHC class II binding data. (1) The peptide sequence is FLDVCVALDMMNENL. The MHC is DRB1_0101 with pseudo-sequence DRB1_0101. The binding affinity (normalized) is 0.558. (2) The binding affinity (normalized) is 0.454. The peptide sequence is VPLEVKREACPGTSV. The MHC is DRB1_0301 with pseudo-sequence DRB1_0301. (3) The peptide sequence is KLPWKNESSIKVIKQ. The MHC is HLA-DQA10501-DQB10301 with pseudo-sequence HLA-DQA10501-DQB10301. The binding affinity (normalized) is 0.473. (4) The peptide sequence is AFKVAATAANALPAN. The MHC is HLA-DPA10103-DPB10301 with pseudo-sequence HLA-DPA10103-DPB10301. The binding affinity (normalized) is 0.633. (5) The peptide sequence is INLIIHYVHRAGALG. The MHC is HLA-DPA10201-DPB11401 with pseudo-sequence HLA-DPA10201-DPB11401. The binding affinity (normalized) is 0.250. (6) The peptide sequence is MKDFDEPGHLAPTGM. The MHC is DRB1_1602 with pseudo-sequence DRB1_1602. The binding affinity (normalized) is 0.0260. (7) The peptide sequence is EGRVEIDFDYCPGTTVTL. The MHC is DRB1_1501 with pseudo-sequence DRB1_1501. The binding affinity (normalized) is 0.